This data is from Full USPTO retrosynthesis dataset with 1.9M reactions from patents (1976-2016). The task is: Predict the reactants needed to synthesize the given product. (1) Given the product [CH2:5]([N:4]([CH:1]([CH3:3])[CH3:2])[C:21](=[O:22])[CH2:20][Br:19])[C:6]1[CH:11]=[CH:10][CH:9]=[CH:8][CH:7]=1, predict the reactants needed to synthesize it. The reactants are: [CH:1]([NH:4][CH2:5][C:6]1[CH:11]=[CH:10][CH:9]=[CH:8][CH:7]=1)([CH3:3])[CH3:2].CCN(CC)CC.[Br:19][CH2:20][C:21](Br)=[O:22]. (2) Given the product [N:1]1[CH:6]=[CH:5][CH:4]=[CH:3][C:2]=1[C:7]1[NH:20][C:19]2[CH:18]=[CH:17][C:12]([C:13]([O:15][CH3:16])=[O:14])=[CH:11][C:10]=2[N:9]=1, predict the reactants needed to synthesize it. The reactants are: [N:1]1[CH:6]=[CH:5][CH:4]=[CH:3][C:2]=1[CH:7]=O.[NH2:9][C:10]1[CH:11]=[C:12]([CH:17]=[CH:18][C:19]=1[NH2:20])[C:13]([O:15][CH3:16])=[O:14]. (3) Given the product [CH3:2][C:3]1[CH:4]=[CH:5][C:6]([N:13]2[CH2:18][CH2:17][NH:16][CH2:15][CH2:14]2)=[C:7]([S:9]([O-:12])(=[O:10])=[O:11])[CH:8]=1.[Ca+2:30].[CH3:2][C:3]1[CH:4]=[CH:5][C:6]([N:13]2[CH2:18][CH2:17][NH:16][CH2:15][CH2:14]2)=[C:7]([S:9]([O-:12])(=[O:10])=[O:11])[CH:8]=1, predict the reactants needed to synthesize it. The reactants are: O.[CH3:2][C:3]1[CH:4]=[CH:5][C:6]([N:13]2[CH2:18][CH2:17][NH:16][CH2:15][CH2:14]2)=[C:7]([S:9]([OH:12])(=[O:11])=[O:10])[CH:8]=1.C(OC(C)C)(C)C.C([O-])(=O)C.[Ca+2:30].C([O-])(=O)C. (4) Given the product [CH2:1]([N:8]1[C:16]2[C:11](=[CH:12][C:13]([N:17]([CH3:25])[C:18]3[N:19]=[CH:20][N:21]=[C:22]([NH:34][C:35]4[CH:36]=[CH:37][C:38]([O:46][CH3:47])=[C:39]([NH:41][C:42](=[O:45])[CH:43]=[CH2:44])[CH:40]=4)[N:23]=3)=[CH:14][CH:15]=2)[CH:10]=[N:9]1)[C:2]1[CH:7]=[CH:6][CH:5]=[CH:4][CH:3]=1, predict the reactants needed to synthesize it. The reactants are: [CH2:1]([N:8]1[C:16]2[C:11](=[CH:12][C:13]([NH:17][C:18]3[N:23]=[C:22](Cl)[N:21]=[CH:20][N:19]=3)=[CH:14][CH:15]=2)[CH:10]=[N:9]1)[C:2]1[CH:7]=[CH:6][CH:5]=[CH:4][CH:3]=1.[CH3:25]CN(C(C)C)C(C)C.[NH2:34][C:35]1[CH:36]=[CH:37][C:38]([O:46][CH3:47])=[C:39]([NH:41][C:42](=[O:45])[CH:43]=[CH2:44])[CH:40]=1.